Dataset: Reaction yield outcomes from USPTO patents with 853,638 reactions. Task: Predict the reaction yield, written as a fraction of the theoretical maximum amount of product (1.0 means a 100% yield; for example, 0.34 means a 34% yield). (1) The yield is 0.490. The reactants are [OH:1][C:2]1[CH:3]=[C:4]([CH:8]=[CH:9][C:10]=1[I:11])[C:5]([OH:7])=O.[CH2:12]([N:14](C(C)C)C(C)C)[CH3:13].CN(C(ON1N=NC2C=CC=NC1=2)=[N+](C)C)C.F[P-](F)(F)(F)(F)F. The catalyst is C1COCC1.C(N)C.C(OCC)(=O)C. The product is [CH2:12]([NH:14][C:5](=[O:7])[C:4]1[CH:8]=[CH:9][C:10]([I:11])=[C:2]([OH:1])[CH:3]=1)[CH3:13]. (2) The reactants are CS([O:5][C:6]1[CH:15]=[CH:14][C:13]2[C:8](=[C:9]([NH:17][C:18]([O:20][C:21]([CH3:24])([CH3:23])[CH3:22])=[O:19])[CH:10]=[CH:11][C:12]=2[Br:16])[CH:7]=1)(=O)=O.[OH-].[Na+].Cl. The catalyst is O1CCCC1. The product is [Br:16][C:12]1[C:13]2[C:8](=[CH:7][C:6]([OH:5])=[CH:15][CH:14]=2)[C:9]([NH:17][C:18](=[O:19])[O:20][C:21]([CH3:23])([CH3:22])[CH3:24])=[CH:10][CH:11]=1. The yield is 0.900. (3) The reactants are S(Cl)([Cl:3])=O.[CH3:5][Si:6]([CH3:19])([CH3:18])[CH2:7][CH2:8][O:9][CH2:10][N:11]1[CH:15]=[CH:14][N:13]=[C:12]1[CH2:16]O. The catalyst is C(Cl)(Cl)Cl. The product is [ClH:3].[Cl:3][CH2:16][C:12]1[N:11]([CH2:10][O:9][CH2:8][CH2:7][Si:6]([CH3:19])([CH3:18])[CH3:5])[CH:15]=[CH:14][N:13]=1. The yield is 0.970. (4) The reactants are [CH2:1]([O:8][C:9]1[C:14]([C:15]2[CH:20]=[CH:19][CH:18]=[CH:17][CH:16]=2)=[CH:13][CH:12]=[CH:11][C:10]=1[C:21]1[CH:26]=[CH:25][CH:24]=[C:23]([C:27]([C:30]2[CH:35]=[CH:34][CH:33]=[CH:32][C:31]=2[O:36][CH3:37])(O)[CH3:28])[CH:22]=1)[C:2]1[CH:7]=[CH:6][CH:5]=[CH:4][CH:3]=1.C1(C)C=CC(S(O)(=O)=O)=CC=1. The catalyst is C1(C)C=CC=CC=1.C(OCC)(=O)C. The product is [CH2:1]([O:8][C:9]1[C:14]([C:15]2[CH:20]=[CH:19][CH:18]=[CH:17][CH:16]=2)=[CH:13][CH:12]=[CH:11][C:10]=1[C:21]1[CH:26]=[CH:25][CH:24]=[C:23]([C:27]([C:30]2[CH:35]=[CH:34][CH:33]=[CH:32][C:31]=2[O:36][CH3:37])=[CH2:28])[CH:22]=1)[C:2]1[CH:3]=[CH:4][CH:5]=[CH:6][CH:7]=1. The yield is 0.620. (5) The reactants are [CH3:1][O:2][C:3]1[CH:8]=[CH:7][C:6]([N:9]2[CH:13]=[C:12]([C:14](OC)=[O:15])[C:11]([CH2:18][N:19]3[CH2:24][CH2:23][O:22][CH2:21][CH2:20]3)=[N:10]2)=[CH:5][CH:4]=1.[H-].[Al+3].[Li+].[H-].[H-].[H-]. The catalyst is O1CCCC1.C1(C)C=CC=CC=1.[O-2].[O-2].[Mn+4]. The product is [CH3:1][O:2][C:3]1[CH:8]=[CH:7][C:6]([N:9]2[CH:13]=[C:12]([CH:14]=[O:15])[C:11]([CH2:18][N:19]3[CH2:24][CH2:23][O:22][CH2:21][CH2:20]3)=[N:10]2)=[CH:5][CH:4]=1. The yield is 0.700. (6) The reactants are [Br:1][C:2]1[C:3]([F:12])=[C:4]2[C:10]([NH2:11])=[CH:9][NH:8][C:5]2=[N:6][CH:7]=1.[CH3:13][C:14]1[S:15][CH:16]=[C:17]([C:19](O)=[O:20])[N:18]=1.C(N(CC)CC)C.C1N(P(Cl)(N2C(=O)OCC2)=O)C(=O)OC1. The catalyst is C(Cl)Cl. The product is [Br:1][C:2]1[C:3]([F:12])=[C:4]2[C:10]([NH:11][C:19]([C:17]3[N:18]=[C:14]([CH3:13])[S:15][CH:16]=3)=[O:20])=[CH:9][NH:8][C:5]2=[N:6][CH:7]=1. The yield is 0.680. (7) The reactants are [CH:1]1([CH2:7][CH2:8][CH2:9][CH2:10][CH2:11][CH2:12]O)[CH2:6][CH2:5][CH2:4][CH2:3][CH2:2]1.C1(P(C2C=CC=CC=2)C2C=CC=CC=2)C=CC=CC=1.C1C(=O)N([Br:40])C(=O)C1. The catalyst is CN(C=O)C. The product is [Br:40][CH2:12][CH2:11][CH2:10][CH2:9][CH2:8][CH2:7][CH:1]1[CH2:6][CH2:5][CH2:4][CH2:3][CH2:2]1. The yield is 0.890.